Dataset: Forward reaction prediction with 1.9M reactions from USPTO patents (1976-2016). Task: Predict the product of the given reaction. Given the reactants [N:1]1[CH:6]=[CH:5][CH:4]=[C:3]([S:7]([OH:10])(=O)=[O:8])[CH:2]=1.P(Cl)(Cl)(Cl)(Cl)[Cl:12].P(Cl)(Cl)(Cl)=O.C([O-])(O)=O.[Na+].[Na+].[Cl-], predict the reaction product. The product is: [N:1]1[CH:6]=[CH:5][CH:4]=[C:3]([S:7]([Cl:12])(=[O:10])=[O:8])[CH:2]=1.